From a dataset of Full USPTO retrosynthesis dataset with 1.9M reactions from patents (1976-2016). Predict the reactants needed to synthesize the given product. (1) Given the product [Cl:7][C:8]1[CH:9]=[C:10]2[C:15](=[CH:16][CH:17]=1)[CH:14]=[C:13]([S:18]([CH2:19][CH:20]([CH2:39][OH:40])[C:21]([N:23]1[CH2:24][CH2:25][CH:26]([N:29]3[CH2:33][C:32]4=[CH:34][N:35]=[C:36]([CH3:37])[N:31]4[C:30]3=[O:38])[CH2:27][CH2:28]1)=[O:22])(=[O:1])=[O:48])[CH:12]=[CH:11]2, predict the reactants needed to synthesize it. The reactants are: [OH:1]OS([O-])=O.[K+].[Cl:7][C:8]1[CH:9]=[C:10]2[C:15](=[CH:16][CH:17]=1)[CH:14]=[C:13]([S:18][CH2:19][CH:20]([CH2:39][OH:40])[C:21]([N:23]1[CH2:28][CH2:27][CH:26]([N:29]3[CH2:33][C:32]4=[CH:34][N:35]=[C:36]([CH3:37])[N:31]4[C:30]3=[O:38])[CH2:25][CH2:24]1)=[O:22])[CH:12]=[CH:11]2.S([O-])([O-])(=O)=S.[Na+].[Na+].[OH2:48]. (2) Given the product [F:8][C:7]1[C:6]([NH:9][C:10]2[CH:15]=[CH:14][C:13]([I:16])=[CH:12][C:11]=2[F:17])=[C:5]([NH:18][S:25]([CH:19]2[CH2:24][CH2:23][CH2:22][CH2:21][CH2:20]2)(=[O:27])=[O:26])[CH:4]=[CH:3][C:2]=1[F:1], predict the reactants needed to synthesize it. The reactants are: [F:1][C:2]1[C:7]([F:8])=[C:6]([NH:9][C:10]2[CH:15]=[CH:14][C:13]([I:16])=[CH:12][C:11]=2[F:17])[C:5]([NH2:18])=[CH:4][CH:3]=1.[CH:19]1([S:25](Cl)(=[O:27])=[O:26])[CH2:24][CH2:23][CH2:22][CH2:21][CH2:20]1. (3) The reactants are: CS([O:5][CH2:6][C:7]1[C:8]([C:12]2[CH:17]=[CH:16][C:15]([Cl:18])=[CH:14][CH:13]=2)=[N:9][S:10][CH:11]=1)(=O)=O.O[C:20]1[CH:25]=[CH:24][C:23]([CH2:26][CH2:27][C:28]([O:30]CC)=[O:29])=[C:22]([CH3:33])[C:21]=1[CH3:34]. Given the product [Cl:18][C:15]1[CH:16]=[CH:17][C:12]([C:8]2[C:7]([CH2:6][O:5][C:20]3[CH:25]=[CH:24][C:23]([CH2:26][CH2:27][C:28]([OH:30])=[O:29])=[C:22]([CH3:33])[C:21]=3[CH3:34])=[CH:11][S:10][N:9]=2)=[CH:13][CH:14]=1, predict the reactants needed to synthesize it. (4) Given the product [C:7]([N:6]1[C:2]([CH:27]2[CH2:29][CH2:28]2)=[C:3]([C:11]2[S:12][CH:13]=[C:14]([CH2:16][C:17]([NH:19][CH2:20][CH:21]3[CH2:26][CH2:25][O:24][CH2:23][CH2:22]3)=[O:18])[N:15]=2)[CH:4]=[N:5]1)([CH3:10])([CH3:9])[CH3:8], predict the reactants needed to synthesize it. The reactants are: Br[C:2]1[N:6]([C:7]([CH3:10])([CH3:9])[CH3:8])[N:5]=[CH:4][C:3]=1[C:11]1[S:12][CH:13]=[C:14]([CH2:16][C:17]([NH:19][CH2:20][CH:21]2[CH2:26][CH2:25][O:24][CH2:23][CH2:22]2)=[O:18])[N:15]=1.[CH:27]1(B(O)O)[CH2:29][CH2:28]1. (5) Given the product [CH2:41]([N:25]1[CH2:26][CH2:27][CH:22]([CH2:21][CH2:20][CH2:19][C:18]([C:16]2[O:17][C:13]([C:9]3[O:8][CH:12]=[CH:11][CH:10]=3)=[CH:14][N:15]=2)=[O:28])[CH2:23][CH2:24]1)[C:40]1[CH:39]=[CH:42][CH:43]=[CH:44][CH:45]=1, predict the reactants needed to synthesize it. The reactants are: FC(F)(F)C(O)=O.[O:8]1[CH:12]=[CH:11][CH:10]=[C:9]1[C:13]1[O:17][C:16]([C:18](=[O:28])[CH2:19][CH2:20][CH2:21][CH:22]2[CH2:27][CH2:26][NH:25][CH2:24][CH2:23]2)=[N:15][CH:14]=1.C(OC(N1[CH2:41][CH2:40][CH:39]([CH2:42][CH2:43][CH2:44][C:45](C2OC(C3OC=CC=3)=CN=2)=O)CC1)=O)(C)(C)C.C(O)(C(F)(F)F)=O. (6) Given the product [CH2:1]([C:3]1[C:11]([CH3:12])=[C:10]2[C:6]([C:7](=[O:13])[O:8][CH2:9]2)=[C:5]([O:14][CH2:15][CH2:16][Si:17]([CH3:18])([CH3:19])[CH3:20])[C:4]=1[CH2:49][CH:48]=[C:47]([CH3:53])[CH:52]=[O:33])[CH3:2], predict the reactants needed to synthesize it. The reactants are: [CH2:1]([C:3]1[C:11]([CH3:12])=[C:10]2[C:6]([C:7](=[O:13])[O:8][CH2:9]2)=[C:5]([O:14][CH2:15][CH2:16][Si:17]([CH3:20])([CH3:19])[CH3:18])[C:4]=1CC=O)[CH3:2].C1(P(C2C=CC=CC=2)(C2C=CC=CC=2)=C(C)C=[O:33])C=CC=CC=1.[C:47]1([CH3:53])[CH:52]=CC=[CH:49][CH:48]=1. (7) The reactants are: Br[CH2:2][C:3]1[C:12]2[C:7](=[CH:8][CH:9]=[CH:10][CH:11]=2)[N:6]=[C:5](Cl)[CH:4]=1.C([N:16](CC)CC)C.Cl.[OH:22][CH:23]1[CH2:26][NH:25][CH2:24]1.C(=O)(O)[O-].[Na+]. Given the product [NH2:16][C:5]1[CH:4]=[C:3]([CH2:2][N:25]2[CH2:26][CH:23]([OH:22])[CH2:24]2)[C:12]2[C:7](=[CH:8][CH:9]=[CH:10][CH:11]=2)[N:6]=1, predict the reactants needed to synthesize it. (8) Given the product [CH:1]([O:4][C:5]1[CH:9]=[C:8]([CH2:10][CH2:11][CH2:12][OH:13])[N:7]([CH2:17][C:18]2[CH:27]=[CH:26][C:25]3[C:20](=[CH:21][CH:22]=[CH:23][CH:24]=3)[N:19]=2)[N:6]=1)([CH3:3])[CH3:2], predict the reactants needed to synthesize it. The reactants are: [CH:1]([O:4][C:5]1[CH:9]=[C:8]([CH2:10][CH2:11][C:12](OCC)=[O:13])[N:7]([CH2:17][C:18]2[CH:27]=[CH:26][C:25]3[C:20](=[CH:21][CH:22]=[CH:23][CH:24]=3)[N:19]=2)[N:6]=1)([CH3:3])[CH3:2].[H-].C([Al+]CC(C)C)C(C)C.C(O)C.[Cl-].[NH4+].